Dataset: Full USPTO retrosynthesis dataset with 1.9M reactions from patents (1976-2016). Task: Predict the reactants needed to synthesize the given product. (1) Given the product [CH2:18]([C:2]1[N:3]=[N:4][C:5]([N:10]2[CH2:15][CH2:14][NH:13][C@H:12]([CH3:16])[CH2:11]2)=[C:6]([CH3:9])[C:7]=1[CH3:8])[C:19]1[CH:24]=[CH:23][CH:22]=[CH:21][CH:20]=1, predict the reactants needed to synthesize it. The reactants are: Cl[C:2]1[N:3]=[N:4][C:5]([N:10]2[CH2:15][CH2:14][NH:13][C@H:12]([CH3:16])[CH2:11]2)=[C:6]([CH3:9])[C:7]=1[CH3:8].[Br-].[CH2:18]([Zn+])[C:19]1[CH:24]=[CH:23][CH:22]=[CH:21][CH:20]=1. (2) The reactants are: C[CH:2](/[CH:4]=[CH:5]/[CH2:6][CH2:7][CH2:8][CH2:9][C:10](NCC1C=CC(O)=C(OC)C=1)=[O:11])C. Given the product [OH2:11].[CH2:10]([OH:11])[CH2:9][CH2:8][CH2:7][CH2:6][CH2:5][CH2:4][CH3:2], predict the reactants needed to synthesize it. (3) Given the product [Cl:1][C:2]1[CH:10]=[C:9]2[C:5]([C:6]([C:11]([N:13]3[CH2:18][CH2:17][C:16]4([C:22]5[CH:23]=[CH:24][CH:25]=[CH:26][C:21]=5[C:20](=[O:27])[O:19]4)[CH2:15][CH2:14]3)=[O:12])=[CH:7][N:8]2[C:31]2[CH:36]=[CH:35][CH:34]=[CH:33][N:32]=2)=[CH:4][CH:3]=1, predict the reactants needed to synthesize it. The reactants are: [Cl:1][C:2]1[CH:10]=[C:9]2[C:5]([C:6]([C:11]([N:13]3[CH2:18][CH2:17][C:16]4([C:22]5[CH:23]=[CH:24][CH:25]=[CH:26][C:21]=5[C:20](=[O:27])[O:19]4)[CH2:15][CH2:14]3)=[O:12])=[CH:7][NH:8]2)=[CH:4][CH:3]=1.[H-].[Na+].F[C:31]1[CH:36]=[CH:35][CH:34]=[CH:33][N:32]=1. (4) Given the product [NH2:52][C:8]1[CH:7]=[C:6]([O:5][C:4]2[CH:15]=[CH:16][C:17]([NH:18][C:19]([C:21]3[C:22](=[O:34])[N:23]([C:28]4[CH:33]=[CH:32][CH:31]=[CH:30][CH:29]=4)[N:24]([CH3:27])[C:25]=3[CH3:26])=[O:20])=[C:2]([Cl:1])[CH:3]=2)[CH:11]=[CH:10][N:9]=1, predict the reactants needed to synthesize it. The reactants are: [Cl:1][C:2]1[CH:3]=[C:4]([CH:15]=[CH:16][C:17]=1[NH:18][C:19]([C:21]1[C:22](=[O:34])[N:23]([C:28]2[CH:33]=[CH:32][CH:31]=[CH:30][CH:29]=2)[N:24]([CH3:27])[C:25]=1[CH3:26])=[O:20])[O:5][C:6]1[CH:11]=[CH:10][N:9]=[C:8](C(N)=O)[CH:7]=1.C(O)(=O)C.C(O)(=O)C.IC1C=CC=CC=1.CC#[N:52].